This data is from Forward reaction prediction with 1.9M reactions from USPTO patents (1976-2016). The task is: Predict the product of the given reaction. Given the reactants [Cl:1][C:2]1[CH:20]=[C:19]([NH:21][CH3:22])[CH:18]=[CH:17][C:3]=1[CH2:4][CH:5]1[CH2:9][CH2:8][N:7]([CH:10]2[CH2:15][CH2:14][CH2:13][CH2:12][CH2:11]2)[C:6]1=[O:16].S(=O)(=O)(O)O.[BH4-].[Na+].[OH-].[Na+].O1CCC[CH2:33]1, predict the reaction product. The product is: [Cl:1][C:2]1[CH:20]=[C:19]([N:21]([CH3:33])[CH3:22])[CH:18]=[CH:17][C:3]=1[CH2:4][CH:5]1[CH2:9][CH2:8][N:7]([CH:10]2[CH2:11][CH2:12][CH2:13][CH2:14][CH2:15]2)[C:6]1=[O:16].